This data is from Reaction yield outcomes from USPTO patents with 853,638 reactions. The task is: Predict the reaction yield, written as a fraction of the theoretical maximum amount of product (1.0 means a 100% yield; for example, 0.34 means a 34% yield). (1) The reactants are F[C:2]1[CH:7]=[C:6]([C:8]2[C:13]([CH3:14])=[CH:12][N:11]=[C:10]([NH:15][CH:16]3[CH2:21][CH2:20][O:19][CH2:18][CH2:17]3)[N:9]=2)[CH:5]=[CH:4][N:3]=1.C([O-])(O)=[O:23].[Na+]. The catalyst is Cl. The product is [CH3:14][C:13]1[C:8]([C:6]2[CH:5]=[CH:4][NH:3][C:2](=[O:23])[CH:7]=2)=[N:9][C:10]([NH:15][CH:16]2[CH2:21][CH2:20][O:19][CH2:18][CH2:17]2)=[N:11][CH:12]=1. The yield is 0.803. (2) The reactants are [OH:1][C:2]1[CH:7]=[CH:6][C:5]([CH2:8][C:9]([O:11][CH2:12][CH3:13])=[O:10])=[CH:4][CH:3]=1.[Br:14]Br. The catalyst is C(Cl)(Cl)(Cl)Cl. The product is [Br:14][C:7]1[CH:6]=[C:5]([CH2:8][C:9]([O:11][CH2:12][CH3:13])=[O:10])[CH:4]=[CH:3][C:2]=1[OH:1]. The yield is 0.780. (3) The reactants are [OH:1][C@H:2]([C:41]1[CH:46]=[CH:45][CH:44]=[CH:43][CH:42]=1)[CH2:3][NH:4][C:5]1[CH:10]=[CH:9][C:8]([CH2:11][CH2:12][NH:13][CH2:14][C@H:15]([O:33][Si](C(C)(C)C)(C)C)[C:16]2[CH:21]=[CH:20][C:19]([O:22][CH2:23][C:24]3[CH:29]=[CH:28][CH:27]=[CH:26][CH:25]=3)=[C:18]([NH:30][CH:31]=[O:32])[CH:17]=2)=[CH:7][CH:6]=1.[OH-].[Na+]. The yield is 0.990. The product is [OH:1][C@H:2]([C:41]1[CH:42]=[CH:43][CH:44]=[CH:45][CH:46]=1)[CH2:3][NH:4][C:5]1[CH:6]=[CH:7][C:8]([CH2:11][CH2:12][NH:13][CH2:14][C@H:15]([OH:33])[C:16]2[CH:21]=[CH:20][C:19]([O:22][CH2:23][C:24]3[CH:25]=[CH:26][CH:27]=[CH:28][CH:29]=3)=[C:18]([NH:30][CH:31]=[O:32])[CH:17]=2)=[CH:9][CH:10]=1. The catalyst is O1CCCC1.C(OC(C)C)(=O)C. (4) The reactants are [NH:1]1[C:9]2[C:4](=[CH:5][CH:6]=[CH:7][CH:8]=2)[C:3]2([C:13]3=[CH:14][C:15]4[O:19][CH2:18][O:17][C:16]=4[CH:20]=[C:12]3[O:11][CH2:10]2)[C:2]1=[O:21].C(=O)([O-])[O-].[Cs+].[Cs+].Br[CH2:29][C:30]1[O:34][C:33]([C:35]([F:38])([F:37])[F:36])=[C:32]([C:39]([O:41][CH2:42][CH3:43])=[O:40])[CH:31]=1. The catalyst is CC(=O)CC. The product is [O:21]=[C:2]1[C:3]2([C:13]3=[CH:14][C:15]4[O:19][CH2:18][O:17][C:16]=4[CH:20]=[C:12]3[O:11][CH2:10]2)[C:4]2[C:9](=[CH:8][CH:7]=[CH:6][CH:5]=2)[N:1]1[CH2:29][C:30]1[O:34][C:33]([C:35]([F:38])([F:36])[F:37])=[C:32]([C:39]([O:41][CH2:42][CH3:43])=[O:40])[CH:31]=1. The yield is 0.610. (5) The reactants are O=[C:2]1[N:7]=[CH:6][N:5]2[N:8]=[CH:9][C:10]([C:11]([OH:13])=O)=[C:4]2[CH2:3]1.P(Cl)(Cl)([Cl:16])=O.[CH:19]([N:22](CC)C(C)C)([CH3:21])[CH3:20]. No catalyst specified. The product is [Cl:16][C:2]1[N:7]=[CH:6][N:5]2[N:8]=[CH:9][C:10]([C:11]([NH:22][CH:19]([CH3:21])[CH3:20])=[O:13])=[C:4]2[CH:3]=1. The yield is 0.900.